This data is from Forward reaction prediction with 1.9M reactions from USPTO patents (1976-2016). The task is: Predict the product of the given reaction. (1) Given the reactants Br[C:2]1[C:3]([F:15])=[C:4]([CH:12]=[CH:13][CH:14]=1)[O:5][CH2:6][CH:7]1[CH2:11][CH2:10][CH2:9][O:8]1.[B:16]1([B:16]2[O:20][C:19]([CH3:22])([CH3:21])[C:18]([CH3:24])([CH3:23])[O:17]2)[O:20][C:19]([CH3:22])([CH3:21])[C:18]([CH3:24])([CH3:23])[O:17]1.C([O-])(=O)C.[K+], predict the reaction product. The product is: [F:15][C:3]1[C:4]([O:5][CH2:6][CH:7]2[CH2:11][CH2:10][CH2:9][O:8]2)=[CH:12][CH:13]=[CH:14][C:2]=1[B:16]1[O:20][C:19]([CH3:22])([CH3:21])[C:18]([CH3:24])([CH3:23])[O:17]1. (2) Given the reactants O[N:2]=[C:3]1[C:9]2[CH:10]=[CH:11][CH2:12][CH2:13][C:8]=2[CH2:7][CH2:6][N:5]([CH3:14])[C:4]1=[O:15].C(O)C.[OH-].[Na+], predict the reaction product. The product is: [NH2:2][CH:3]1[C:9]2[CH:10]=[CH:11][CH2:12][CH2:13][C:8]=2[CH2:7][CH2:6][N:5]([CH3:14])[C:4]1=[O:15]. (3) Given the reactants [C:1]1([C:7]2[O:8][CH:9]=[C:10]([CH2:12][CH2:13][NH2:14])[N:11]=2)[CH:6]=[CH:5][CH:4]=[CH:3][CH:2]=1.[F:15][C:16]([F:32])([F:31])[C:17]1[O:21][N:20]=[C:19]([C:22]2[CH:23]=[N:24][CH:25]=[C:26]([CH:30]=2)[C:27](O)=[O:28])[N:18]=1, predict the reaction product. The product is: [C:1]1([C:7]2[O:8][CH:9]=[C:10]([CH2:12][CH2:13][NH:14][C:27](=[O:28])[C:26]3[CH:30]=[C:22]([C:19]4[N:18]=[C:17]([C:16]([F:32])([F:31])[F:15])[O:21][N:20]=4)[CH:23]=[N:24][CH:25]=3)[N:11]=2)[CH:2]=[CH:3][CH:4]=[CH:5][CH:6]=1. (4) The product is: [NH2:1][CH:4]([C:6]1[N:7]=[C:8]2[S:22][CH:21]=[C:20]([CH3:23])[N:9]2[C:10](=[O:19])[C:11]=1[C:12]1[CH:17]=[CH:16][CH:15]=[C:14]([F:18])[CH:13]=1)[CH3:5]. Given the reactants [N:1]([CH:4]([C:6]1[N:7]=[C:8]2[S:22][CH:21]=[C:20]([CH3:23])[N:9]2[C:10](=[O:19])[C:11]=1[C:12]1[CH:17]=[CH:16][CH:15]=[C:14]([F:18])[CH:13]=1)[CH3:5])=[N+]=[N-].CP(C)C.C(OCC)(=O)C, predict the reaction product.